This data is from Forward reaction prediction with 1.9M reactions from USPTO patents (1976-2016). The task is: Predict the product of the given reaction. Given the reactants [C:1]([O:4][C:5]1[CH:6]=[CH:7][C:8]2[C:9]3[S:18][C:17]([CH2:19][CH2:20][CH3:21])=[N:16][C:10]=3[C:11]([NH2:15])=[N:12][C:13]=2[CH:14]=1)(=O)[CH3:2].C(=O)([O-])[O-].[Cs+].[Cs+].CN(C=O)C.Cl.ClCC1[N:37]=[CH:38][S:39][CH:40]=1, predict the reaction product. The product is: [CH2:19]([C:17]1[S:18][C:9]2[C:8]3[CH:7]=[CH:6][C:5]([O:4][CH2:1][C:2]4[N:37]=[CH:38][S:39][CH:40]=4)=[CH:14][C:13]=3[N:12]=[C:11]([NH2:15])[C:10]=2[N:16]=1)[CH2:20][CH3:21].